From a dataset of Forward reaction prediction with 1.9M reactions from USPTO patents (1976-2016). Predict the product of the given reaction. (1) Given the reactants IC.[Cl:3][C:4]1[N:9]=[C:8]([NH:10][C:11]2[CH:16]=[C:15]([CH2:17][O:18][Si:19]([CH3:25])([CH3:24])[C:20]([CH3:23])([CH3:22])[CH3:21])[CH:14]=[CH:13][C:12]=2[CH3:26])[CH:7]=[CH:6][N:5]=1.[C:27]([O-])([O-])=O.[Cs+].[Cs+], predict the reaction product. The product is: [Cl:3][C:4]1[N:9]=[C:8]([N:10]([C:11]2[CH:16]=[C:15]([CH2:17][O:18][Si:19]([CH3:25])([CH3:24])[C:20]([CH3:21])([CH3:22])[CH3:23])[CH:14]=[CH:13][C:12]=2[CH3:26])[CH3:27])[CH:7]=[CH:6][N:5]=1. (2) Given the reactants Cl.[CH:2]([N:5]1[C:13]2[C:8](=[CH:9][C:10]([O:14][CH:15]3[CH2:20][CH2:19][N:18]([CH:21]([CH3:23])[CH3:22])[CH2:17][CH2:16]3)=[CH:11][CH:12]=2)[CH:7]=[C:6]1[C:24]([N:26]1[CH2:31][CH2:30][NH:29][CH2:28][CH2:27]1)=[O:25])([CH3:4])[CH3:3].[CH3:32][N:33]([CH3:37])[C:34](Cl)=[O:35], predict the reaction product. The product is: [CH3:32][N:33]([CH3:37])[C:34]([N:29]1[CH2:28][CH2:27][N:26]([C:24]([C:6]2[N:5]([CH:2]([CH3:3])[CH3:4])[C:13]3[C:8]([CH:7]=2)=[CH:9][C:10]([O:14][CH:15]2[CH2:20][CH2:19][N:18]([CH:21]([CH3:23])[CH3:22])[CH2:17][CH2:16]2)=[CH:11][CH:12]=3)=[O:25])[CH2:31][CH2:30]1)=[O:35].